From a dataset of Forward reaction prediction with 1.9M reactions from USPTO patents (1976-2016). Predict the product of the given reaction. (1) Given the reactants [ClH:1].[NH2:2][C:3]1[N:8]=[CH:7][C:6](/[CH:9]=[CH:10]/[C:11]([OH:13])=O)=[CH:5][C:4]=1[CH2:14][N:15]1[CH2:19][CH2:18][CH2:17][CH2:16]1.Cl.CN1CC2C=C(/C=C/C(O)=O)C=NC=2NC(=O)C1.[CH3:39][NH:40][CH2:41][C:42]1[CH:51]=[CH:50][C:49]2[C:44](=[CH:45][CH:46]=[CH:47][CH:48]=2)[CH:43]=1.CNCC1C=CC2C(=CC=CC=2)C=1CCC, predict the reaction product. The product is: [ClH:1].[NH2:2][C:3]1[N:8]=[CH:7][C:6](/[CH:9]=[CH:10]/[C:11]([N:40]([CH3:39])[CH2:41][C:42]2[CH:51]=[CH:50][C:49]3[C:44](=[CH:45][CH:46]=[CH:47][CH:48]=3)[CH:43]=2)=[O:13])=[CH:5][C:4]=1[CH2:14][N:15]1[CH2:19][CH2:18][CH2:17][CH2:16]1. (2) Given the reactants C([O-])([O-])=O.[K+].[K+].[OH:7][C:8]1[CH:9]=[C:10]([CH:13]=[C:14]([OH:16])[CH:15]=1)[CH2:11][OH:12].[CH2:17](Cl)[C:18]#[CH:19].[CH3:21][C:22]([CH3:24])=O, predict the reaction product. The product is: [CH2:17]([O:7][C:8]1[CH:9]=[C:10]([CH:13]=[C:14]([O:16][CH2:24][C:22]#[CH:21])[CH:15]=1)[CH2:11][OH:12])[C:18]#[CH:19]. (3) Given the reactants C(OC(=O)[NH:7][C:8]1[CH:13]=[CH:12][C:11]([CH2:14][N:15]2[C:24](=[O:25])[C:23]3=[CH:26][CH:27]=[C:28]([O:29]C)[C:21]4[C:22]3=[C:17]([CH:18]=[CH:19][N:20]=4)[C:16]2=[O:31])=[CH:10][CH:9]=1)(C)(C)C.C(=O)([O-])[O-].[K+].[K+].C1(S)C=CC=CC=1, predict the reaction product. The product is: [NH2:7][C:8]1[CH:13]=[CH:12][C:11]([CH2:14][N:15]2[C:24](=[O:25])[C:23]3=[CH:26][CH:27]=[C:28]([OH:29])[C:21]4[C:22]3=[C:17]([CH:18]=[CH:19][N:20]=4)[C:16]2=[O:31])=[CH:10][CH:9]=1. (4) Given the reactants [CH:1]1([C@@:6]([C:11]2[CH:16]=[CH:15][CH:14]=[CH:13][CH:12]=2)([CH3:10])[C:7]([OH:9])=[O:8])[CH2:5][CH2:4][CH2:3][CH2:2]1.O[CH:18]1[CH2:23][CH2:22][N:21]([CH3:24])[CH2:20][CH2:19]1, predict the reaction product. The product is: [CH:1]1([C@@:6]([C:11]2[CH:12]=[CH:13][CH:14]=[CH:15][CH:16]=2)([CH3:10])[C:7]([O:9][CH:18]2[CH2:23][CH2:22][N:21]([CH3:24])[CH2:20][CH2:19]2)=[O:8])[CH2:5][CH2:4][CH2:3][CH2:2]1. (5) Given the reactants [S:1]1[CH:5]=[CH:4][CH:3]=[C:2]1[S:6]([NH:9][C:10]1[CH:11]=[CH:12][CH:13]=[C:14]2[C:18]=1[NH:17][C:16]([C:19]([OH:21])=O)=[CH:15]2)(=[O:8])=[O:7].[CH2:22]([S:29][CH2:30][C@@H:31]([C:33]([NH:35][CH2:36][CH2:37][CH3:38])=[O:34])[NH2:32])[C:23]1[CH:28]=[CH:27][CH:26]=[CH:25][CH:24]=1.N1(O)C2C=CC=CC=2N=N1.Cl.CN(C)CCCN=C=NCC, predict the reaction product. The product is: [CH2:22]([S:29][CH2:30][C@H:31]([NH:32][C:19]([C:16]1[NH:17][C:18]2[C:14]([CH:15]=1)=[CH:13][CH:12]=[CH:11][C:10]=2[NH:9][S:6]([C:2]1[S:1][CH:5]=[CH:4][CH:3]=1)(=[O:7])=[O:8])=[O:21])[C:33](=[O:34])[NH:35][CH2:36][CH2:37][CH3:38])[C:23]1[CH:28]=[CH:27][CH:26]=[CH:25][CH:24]=1. (6) Given the reactants [NH2:1][C:2]1[C:3]2[N:14]([CH2:15][O:16][CH2:17][C:18]3[CH:23]=[CH:22][CH:21]=[CH:20][CH:19]=3)[CH:13]=[C:12]([C:24]#[C:25][CH2:26][CH2:27][CH2:28][CH:29]=O)[C:4]=2[N:5]=[C:6]([CH2:8][CH2:9][CH2:10][CH3:11])[N:7]=1.[NH:31]1[CH2:35][CH2:34][CH2:33][CH2:32]1.C(O[BH-](OC(=O)C)OC(=O)C)(=O)C.[Na+], predict the reaction product. The product is: [CH2:17]([O:16][CH2:15][N:14]1[C:3]2[C:2]([NH2:1])=[N:7][C:6]([CH2:8][CH2:9][CH2:10][CH3:11])=[N:5][C:4]=2[C:12]([C:24]#[C:25][CH2:26][CH2:27][CH2:28][CH2:29][N:31]2[CH2:35][CH2:34][CH2:33][CH2:32]2)=[CH:13]1)[C:18]1[CH:23]=[CH:22][CH:21]=[CH:20][CH:19]=1.